From a dataset of CYP2D6 inhibition data for predicting drug metabolism from PubChem BioAssay. Regression/Classification. Given a drug SMILES string, predict its absorption, distribution, metabolism, or excretion properties. Task type varies by dataset: regression for continuous measurements (e.g., permeability, clearance, half-life) or binary classification for categorical outcomes (e.g., BBB penetration, CYP inhibition). Dataset: cyp2d6_veith. (1) The drug is CC(C)CCOc1ccc(NC(=O)C2OC3OC(C)(C)OC3C3OC(C)(C)OC23)cc1. The result is 0 (non-inhibitor). (2) The compound is COc1cc(C2C(C(=O)c3cccs3)=C(O)C(=O)N2Cc2ccco2)cc(OC)c1OC. The result is 0 (non-inhibitor). (3) The compound is NC(N)=NCCN=C(N)N.O=S(=O)(O)O. The result is 0 (non-inhibitor). (4) The result is 0 (non-inhibitor). The drug is C[C@H](NC(=O)c1ccc(Cl)c(Cl)c1)c1ccc(-c2ccccc2)cc1. (5) The compound is C=C(C)C(=O)N1CC2(CC(c3cccc(NC(=O)c4ccccc4)c3)=NO2)C[C@@H]1C(N)=O. The result is 0 (non-inhibitor). (6) The molecule is COCC(=O)N1CCC2(CC1)CCN(c1ccccc1)CC2. The result is 0 (non-inhibitor). (7) The molecule is CN1CCN(c2ncc3nc(-c4cccs4)c(=O)n(-c4ccccc4)c3n2)CC1. The result is 0 (non-inhibitor). (8) The molecule is CC(C)(C)c1ccc(S(=O)(=O)N2CC3CC(C2)c2cccc(=O)n2C3)cc1. The result is 0 (non-inhibitor).